This data is from Forward reaction prediction with 1.9M reactions from USPTO patents (1976-2016). The task is: Predict the product of the given reaction. (1) Given the reactants C([O:3][C:4]([C:6]1([NH:15][C:16](=[O:29])[C:17]2[CH:22]=[CH:21][CH:20]=[C:19]([CH3:23])[C:18]=2[O:24][CH2:25][CH:26]2[CH2:28][CH2:27]2)[CH2:14][C:13]2[C:8](=[CH:9][CH:10]=[CH:11][CH:12]=2)[CH2:7]1)=[O:5])C.[OH-].[K+].O, predict the reaction product. The product is: [CH:26]1([CH2:25][O:24][C:18]2[C:19]([CH3:23])=[CH:20][CH:21]=[CH:22][C:17]=2[C:16]([NH:15][C:6]2([C:4]([OH:5])=[O:3])[CH2:7][C:8]3[C:13](=[CH:12][CH:11]=[CH:10][CH:9]=3)[CH2:14]2)=[O:29])[CH2:27][CH2:28]1. (2) Given the reactants OC1C=C([NH:8][C:9]2[N:14]=[C:13]([NH:15]C3C=CC=C(O)C=3)[C:12](F)=[CH:11][N:10]=2)C=CC=1.Cl[C:25]1N=C(Cl)C(C#N)=C[N:26]=1.[OH:34][C:35]1[CH:36]=[C:37]([CH:39]=[CH:40][CH:41]=1)N, predict the reaction product. The product is: [OH:34][C:35]1[CH:36]=[C:37]([C:11]2[N:10]=[C:9]([NH2:8])[N:14]=[C:13]([NH2:15])[C:12]=2[C:25]#[N:26])[CH:39]=[CH:40][CH:41]=1. (3) Given the reactants [CH3:1][C:2]1([CH3:27])[C@H:11]2[O:12][C@H:10]2[C:9]2[CH:8]=[C:7]([CH2:13][C:14]([NH:16][CH:17]3[C:26]4[C:21](=[CH:22][CH:23]=[CH:24][CH:25]=4)[CH2:20][CH2:19][CH2:18]3)=[O:15])[CH:6]=[CH:5][C:4]=2[O:3]1.[NH3:28], predict the reaction product. The product is: [NH2:28][C@@H:10]1[C:9]2[C:4](=[CH:5][CH:6]=[C:7]([CH2:13][C:14]([NH:16][C@H:17]3[C:26]4[C:21](=[CH:22][CH:23]=[CH:24][CH:25]=4)[CH2:20][CH2:19][CH2:18]3)=[O:15])[CH:8]=2)[O:3][C:2]([CH3:27])([CH3:1])[C@H:11]1[OH:12]. (4) The product is: [CH3:7][C:6]1[O:5][C:4]([C:8]([O:10][CH3:11])=[O:9])=[CH:3][C:2]=1[C:18]1[CH:17]=[CH:16][CH:15]=[C:14]([C:13]([F:24])([F:23])[F:12])[CH:19]=1. Given the reactants Br[C:2]1[CH:3]=[C:4]([C:8]([O:10][CH3:11])=[O:9])[O:5][C:6]=1[CH3:7].[F:12][C:13]([F:24])([F:23])[C:14]1[CH:15]=[C:16](B(O)O)[CH:17]=[CH:18][CH:19]=1.C(=O)([O-])[O-].[Cs+].[Cs+], predict the reaction product. (5) Given the reactants [F:1][C:2]1[CH:11]=[C:10]2[C:5]([C:6](=O)[NH:7][C:8]([N:12]3[CH:16]=[C:15]([C:17]([O:19]CC)=[O:18])[CH:14]=[N:13]3)=[N:9]2)=[CH:4][C:3]=1[N:23]1[CH2:28][CH2:27][CH2:26][CH2:25][CH2:24]1.[CH3:29][NH:30][CH3:31], predict the reaction product. The product is: [CH3:29][N:30]([CH3:31])[C:6]1[C:5]2[C:10](=[CH:11][C:2]([F:1])=[C:3]([N:23]3[CH2:24][CH2:25][CH2:26][CH2:27][CH2:28]3)[CH:4]=2)[N:9]=[C:8]([N:12]2[CH:16]=[C:15]([C:17]([OH:19])=[O:18])[CH:14]=[N:13]2)[N:7]=1. (6) The product is: [CH:27]1([CH2:30][CH2:31][O:32][C:2]2[CH:7]=[C:6]([F:8])[CH:5]=[CH:4][C:3]=2[C:9]2[N:14]=[CH:13][N:12]=[C:11]([NH:15][C:16]3[CH:21]=[CH:20][CH:19]=[C:18]([CH2:22][S:23]([CH3:26])(=[O:25])=[O:24])[CH:17]=3)[N:10]=2)[CH2:29][CH2:28]1. Given the reactants F[C:2]1[CH:7]=[C:6]([F:8])[CH:5]=[CH:4][C:3]=1[C:9]1[N:14]=[CH:13][N:12]=[C:11]([NH:15][C:16]2[CH:21]=[CH:20][CH:19]=[C:18]([CH2:22][S:23]([CH3:26])(=[O:25])=[O:24])[CH:17]=2)[N:10]=1.[CH:27]1([CH2:30][CH2:31][OH:32])[CH2:29][CH2:28]1, predict the reaction product. (7) Given the reactants C(=O)([O-])[O-].[K+].[K+].[NH:7]1[CH2:11][CH2:10][CH2:9][CH2:8]1.CC1C=CC(S(O[CH2:23][CH:24]2[CH2:28][O:27][C:26](=[O:29])[NH:25]2)(=O)=O)=CC=1, predict the reaction product. The product is: [N:7]1([CH2:23][CH:24]2[CH2:28][O:27][C:26](=[O:29])[NH:25]2)[CH2:11][CH2:10][CH2:9][CH2:8]1.